From a dataset of Full USPTO retrosynthesis dataset with 1.9M reactions from patents (1976-2016). Predict the reactants needed to synthesize the given product. (1) Given the product [NH2:18][C:16]1[CH:15]=[CH:14][C:13]([O:21][C:22]2[CH:23]=[CH:24][CH:25]=[CH:26][CH:27]=2)=[C:12]([C:4]2[NH:3][C:2]([CH3:1])=[C:10]3[C:5]=2[CH2:6][CH2:7][CH2:8][C:9]3=[O:11])[CH:17]=1, predict the reactants needed to synthesize it. The reactants are: [CH3:1][C:2]1[NH:3][C:4]([C:12]2[CH:17]=[C:16]([N+:18]([O-])=O)[CH:15]=[CH:14][C:13]=2[O:21][C:22]2[CH:27]=[CH:26][CH:25]=[CH:24][CH:23]=2)=[C:5]2[C:10]=1[C:9](=[O:11])[CH2:8][CH2:7][CH2:6]2.[Cl-].[NH4+].O1CCCC1.C(O)C. (2) Given the product [CH2:1]([O:8][C@H:9]1[C@H:14]([O:15][CH2:16][C:17]2[CH:18]=[CH:19][CH:20]=[CH:21][CH:22]=2)[C@@H:13]([O:23][CH2:24][C:25]2[CH:30]=[CH:29][CH:28]=[CH:27][CH:26]=2)[C@@:12]([C:33]2[CH:38]=[CH:37][C:36]([Cl:39])=[C:35]([CH2:40][C:41]3[CH:46]=[CH:45][C:44]([O:47][CH2:48][CH3:49])=[C:43]([F:50])[C:42]=3[F:51])[CH:34]=2)([O:31][CH3:32])[O:11][C@@H:10]1[CH2:52][OH:63])[C:2]1[CH:3]=[CH:4][CH:5]=[CH:6][CH:7]=1, predict the reactants needed to synthesize it. The reactants are: [CH2:1]([O:8][C@H:9]1[C@H:14]([O:15][CH2:16][C:17]2[CH:22]=[CH:21][CH:20]=[CH:19][CH:18]=2)[C@@H:13]([O:23][CH2:24][C:25]2[CH:30]=[CH:29][CH:28]=[CH:27][CH:26]=2)[C@@:12]([C:33]2[CH:38]=[CH:37][C:36]([Cl:39])=[C:35]([CH2:40][C:41]3[CH:46]=[CH:45][C:44]([O:47][CH2:48][CH3:49])=[C:43]([F:50])[C:42]=3[F:51])[CH:34]=2)([O:31][CH3:32])[O:11][C@@H:10]1[CH2:52]C(C(C)(C)C)(C)O[SiH3])[C:2]1[CH:7]=[CH:6][CH:5]=[CH:4][CH:3]=1.C(Cl)(=[O:63])C. (3) Given the product [N:1]1([C:12]2[CH:13]=[C:14]([O:15][CH3:16])[CH:7]=[CH:8][C:9]=2[CH:10]=[O:11])[CH:5]=[CH:4][N:3]=[CH:2]1, predict the reactants needed to synthesize it. The reactants are: [NH:1]1[CH:5]=[CH:4][N:3]=[CH:2]1.Br[C:7]1[CH:8]=[C:9]([CH:12]=[CH:13][C:14]=1[O:15][CH3:16])[CH:10]=[O:11].O.N. (4) Given the product [NH:10]1[C:11]2[C:7](=[CH:6][C:5]([C:14]#[N:15])=[CH:13][CH:12]=2)[CH:8]=[CH:9]1, predict the reactants needed to synthesize it. The reactants are: [C-]#N.[Na+].Br[C:5]1[CH:6]=[C:7]2[C:11](=[CH:12][CH:13]=1)[NH:10][CH:9]=[CH:8]2.[CH3:14][NH:15]CCNC.[OH-].[NH4+]. (5) The reactants are: [N+:1]([O-:4])(O)=[O:2].OS(O)(=O)=O.[F:10][C:11]1[CH:16]=[CH:15][C:14]([CH:17]([NH2:19])[CH3:18])=[CH:13][CH:12]=1.[OH-].[Na+]. Given the product [F:10][C:11]1[CH:16]=[CH:15][C:14]([CH:17]([NH2:19])[CH3:18])=[CH:13][C:12]=1[N+:1]([O-:4])=[O:2], predict the reactants needed to synthesize it. (6) Given the product [Cl:1][C:2]1[N:3]=[C:4]([N:18]2[CH2:19][CH2:20][O:21][CH2:22][CH2:23]2)[C:5]2[S:10][C:9]([CH2:11][N:12]3[CH2:17][CH2:16][N:15]([S:27]([CH:24]4[CH2:26][CH2:25]4)(=[O:29])=[O:28])[CH2:14][CH2:13]3)=[CH:8][C:6]=2[N:7]=1, predict the reactants needed to synthesize it. The reactants are: [Cl:1][C:2]1[N:3]=[C:4]([N:18]2[CH2:23][CH2:22][O:21][CH2:20][CH2:19]2)[C:5]2[S:10][C:9]([CH2:11][N:12]3[CH2:17][CH2:16][NH:15][CH2:14][CH2:13]3)=[CH:8][C:6]=2[N:7]=1.[CH:24]1([S:27](Cl)(=[O:29])=[O:28])[CH2:26][CH2:25]1.C(N(CC)CC)C. (7) The reactants are: [F:1][C:2]1[CH:7]=[C:6]([CH3:8])[C:5]([S:9][CH2:10][C:11]([F:14])([F:13])[F:12])=[CH:4][C:3]=1[N:15]1[C:20](=[O:21])[NH:19][C:18](=[O:22])[C:17](C(O)=O)=[N:16]1. Given the product [F:1][C:2]1[CH:7]=[C:6]([CH3:8])[C:5]([S:9][CH2:10][C:11]([F:13])([F:14])[F:12])=[CH:4][C:3]=1[N:15]1[C:20](=[O:21])[NH:19][C:18](=[O:22])[CH:17]=[N:16]1, predict the reactants needed to synthesize it. (8) The reactants are: [NH2:1][C:2]1[CH:7]=[CH:6][C:5]([Br:8])=[CH:4][C:3]=1[SH:9].[N+:10]([C:13]1[CH:20]=[CH:19][C:16]([CH:17]=O)=[CH:15][CH:14]=1)([O-:12])=[O:11].O. Given the product [Br:8][C:5]1[CH:6]=[CH:7][C:2]2[N:1]=[C:17]([C:16]3[CH:19]=[CH:20][C:13]([N+:10]([O-:12])=[O:11])=[CH:14][CH:15]=3)[S:9][C:3]=2[CH:4]=1, predict the reactants needed to synthesize it.